The task is: Predict the product of the given reaction.. This data is from Forward reaction prediction with 1.9M reactions from USPTO patents (1976-2016). (1) Given the reactants [CH2:1]([Li])[CH2:2]CC.[C:6]([C:9]1[N:24]=[CH:23][C:12]2[N:13]([CH:20]([CH3:22])[CH3:21])[C:14]3[C:19]([C:11]=2[CH:10]=1)=[CH:18][CH:17]=[CH:16][CH:15]=3)([OH:8])=[O:7].CC1(C)CCCC(C)(C)N1.CI, predict the reaction product. The product is: [C:6]([C:9]1[N:24]=[CH:23][C:12]2[N:13]([CH:20]([CH3:21])[CH3:22])[C:14]3[C:19]([C:11]=2[C:10]=1[CH2:1][CH3:2])=[CH:18][CH:17]=[CH:16][CH:15]=3)([OH:8])=[O:7]. (2) Given the reactants [C:1]([O:5][C:6]([N:8]1[CH2:13][CH2:12][CH:11]([CH:14]([C:20](OCC)=[O:21])[C:15](OCC)=[O:16])[CH2:10][CH2:9]1)=[O:7])([CH3:4])([CH3:3])[CH3:2].[BH4-].[Li+].C1(C)C=CC=CC=1, predict the reaction product. The product is: [C:1]([O:5][C:6]([N:8]1[CH2:13][CH2:12][CH:11]([CH:14]([CH2:15][OH:16])[CH2:20][OH:21])[CH2:10][CH2:9]1)=[O:7])([CH3:4])([CH3:3])[CH3:2]. (3) Given the reactants [CH:1]12[CH:6]([NH:7][C:8]([O:10][CH2:11][C:12]3[O:16][N:15]=[C:14]([C:17]([O:19][CH2:20][CH3:21])=[O:18])[CH:13]=3)=[O:9])[CH:5]1[CH2:4][NH:3][CH2:2]2.C(N(CC)C(C)C)(C)C.Cl[C:32]1[CH:41]=[CH:40][C:39]2[C:34](=[CH:35][CH:36]=[C:37]([F:42])[CH:38]=2)[N:33]=1, predict the reaction product. The product is: [F:42][C:37]1[CH:38]=[C:39]2[C:34](=[CH:35][CH:36]=1)[N:33]=[C:32]([N:3]1[CH2:4][CH:5]3[CH:1]([CH:6]3[NH:7][C:8]([O:10][CH2:11][C:12]3[O:16][N:15]=[C:14]([C:17]([O:19][CH2:20][CH3:21])=[O:18])[CH:13]=3)=[O:9])[CH2:2]1)[CH:41]=[CH:40]2. (4) Given the reactants Cl.[C:2]([C:4]1([NH:7][C:8]([C@@H:10]2[CH2:14][C@@H:13]([S:15]([C:18]3[CH:23]=[CH:22][CH:21]=[CH:20][C:19]=3[Cl:24])(=[O:17])=[O:16])[CH2:12][NH:11]2)=[O:9])[CH2:6][CH2:5]1)#[N:3].Cl[C:26]([O:28][CH:29]1[CH2:33][CH2:32][CH2:31][CH2:30]1)=[O:27], predict the reaction product. The product is: [CH:29]1([O:28][C:26]([N:11]2[CH2:12][C@H:13]([S:15]([C:18]3[CH:23]=[CH:22][CH:21]=[CH:20][C:19]=3[Cl:24])(=[O:17])=[O:16])[CH2:14][C@H:10]2[C:8](=[O:9])[NH:7][C:4]2([C:2]#[N:3])[CH2:6][CH2:5]2)=[O:27])[CH2:33][CH2:32][CH2:31][CH2:30]1. (5) Given the reactants B(Br)(Br)Br.[Br:5][C:6]1[CH:11]=[CH:10][CH:9]=[CH:8][C:7]=1[N:12]1[C:17](=[O:18])[N:16]([C:19]2[CH:24]=[CH:23][CH:22]=[CH:21][C:20]=2[O:25]C)[CH2:15][C:14]([C:27]2[CH:32]=[CH:31][CH:30]=[CH:29][N:28]=2)=[N:13]1, predict the reaction product. The product is: [Br:5][C:6]1[CH:11]=[CH:10][CH:9]=[CH:8][C:7]=1[N:12]1[C:17](=[O:18])[N:16]([C:19]2[CH:24]=[CH:23][CH:22]=[CH:21][C:20]=2[OH:25])[CH2:15][C:14]([C:27]2[CH:32]=[CH:31][CH:30]=[CH:29][N:28]=2)=[N:13]1. (6) Given the reactants [CH:1]#[C:2][CH2:3][NH:4][C@H:5]1[C:9]2[CH:10]=[CH:11][CH:12]=[CH:13][C:8]=2[CH2:7][CH2:6]1.[O:14]=[C:15]([OH:27])[C@@H:16]([C@H:18]([C@H:20]([C@@H:22]([C:24]([OH:26])=[O:25])[OH:23])[OH:21])[OH:19])[OH:17], predict the reaction product. The product is: [CH:1]#[C:2][CH2:3][NH:4][C@H:5]1[C:9]2[CH:10]=[CH:11][CH:12]=[CH:13][C:8]=2[CH2:7][CH2:6]1.[O:14]=[C:15]([O-:27])[C@@H:16]([C@H:18]([C@H:20]([C@@H:22]([C:24]([O-:26])=[O:25])[OH:23])[OH:21])[OH:19])[OH:17]. (7) Given the reactants FC1C=C(C2SC(N[C:18](NCCO)=[O:19])=NC=2C)C=CC=1S(C)(=O)=O.[Cl:25][C:26]1[CH:31]=[CH:30][C:29]([C:32]2[S:36][C:35]([NH2:37])=[N:34][C:33]=2[CH3:38])=[CH:28][C:27]=1[S:39]([CH3:42])(=[O:41])=[O:40].[O:43]1[CH2:48][CH2:47][N:46]([C:49]2[N:54]=[CH:53][C:52]([NH2:55])=[CH:51][CH:50]=2)[CH2:45][CH2:44]1, predict the reaction product. The product is: [Cl:25][C:26]1[CH:31]=[CH:30][C:29]([C:32]2[S:36][C:35]([NH:37][C:18]([NH:55][C:52]3[CH:53]=[N:54][C:49]([N:46]4[CH2:47][CH2:48][O:43][CH2:44][CH2:45]4)=[CH:50][CH:51]=3)=[O:19])=[N:34][C:33]=2[CH3:38])=[CH:28][C:27]=1[S:39]([CH3:42])(=[O:40])=[O:41].